This data is from Reaction yield outcomes from USPTO patents with 853,638 reactions. The task is: Predict the reaction yield, written as a fraction of the theoretical maximum amount of product (1.0 means a 100% yield; for example, 0.34 means a 34% yield). (1) The reactants are [Cl:1][C:2]1[C:7]([F:8])=[CH:6][CH:5]=[C:4]([Cl:9])[C:3]=1[C@H:10]([O:12][C:13]1[C:14]([NH2:28])=[N:15][CH:16]=[C:17](B2OC(C)(C)C(C)(C)O2)[CH:18]=1)[CH3:11].[C:29]([O:33][C:34]([N:36]1[CH2:41][CH2:40][CH:39]([N:42]2[CH:46]=[C:45](Br)[CH:44]=[N:43]2)[CH2:38][CH2:37]1)=[O:35])([CH3:32])([CH3:31])[CH3:30].C([O-])([O-])=O.[Na+].[Na+]. The catalyst is COCCOC.O.Cl[Pd](Cl)([P](C1C=CC=CC=1)(C1C=CC=CC=1)C1C=CC=CC=1)[P](C1C=CC=CC=1)(C1C=CC=CC=1)C1C=CC=CC=1. The product is [C:29]([O:33][C:34]([N:36]1[CH2:37][CH2:38][CH:39]([N:42]2[CH:46]=[C:45]([C:17]3[CH:16]=[N:15][C:14]([NH2:28])=[C:13]([O:12][C@@H:10]([C:3]4[C:4]([Cl:9])=[CH:5][CH:6]=[C:7]([F:8])[C:2]=4[Cl:1])[CH3:11])[CH:18]=3)[CH:44]=[N:43]2)[CH2:40][CH2:41]1)=[O:35])([CH3:32])([CH3:30])[CH3:31]. The yield is 0.650. (2) The reactants are C([O:5][C:6](=[O:33])[CH2:7][N:8]1[C:16]2[C:11](=[CH:12][CH:13]=[C:14]([Cl:18])[C:15]=2[F:17])[C:10]([S:19][C:20]2[C:21]([F:31])=[C:22]([CH:28]=[CH:29][CH:30]=2)[C:23]([O:25][CH2:26][CH3:27])=[O:24])=[C:9]1[CH3:32])(C)(C)C.FC(F)(F)C(O)=O. The catalyst is C(Cl)Cl. The product is [Cl:18][C:14]1[C:15]([F:17])=[C:16]2[C:11]([C:10]([S:19][C:20]3[CH:30]=[CH:29][CH:28]=[C:22]([C:23]([O:25][CH2:26][CH3:27])=[O:24])[C:21]=3[F:31])=[C:9]([CH3:32])[N:8]2[CH2:7][C:6]([OH:33])=[O:5])=[CH:12][CH:13]=1. The yield is 0.810. (3) The reactants are [F:1][C:2]1[CH:9]=[C:8]([CH:10]=O)[CH:7]=[CH:6][C:3]=1[C:4]#[N:5].[CH3:12][C:13]1[CH:14]=[C:15]([NH2:21])[C:16]([NH2:20])=[CH:17][C:18]=1[CH3:19].C1(C)C=CC(S(O)(=O)=O)=CC=1. The catalyst is C(O)C. The product is [CH3:12][C:13]1[C:18]([CH3:19])=[CH:17][C:16]2[NH:20][C:10]([C:8]3[CH:7]=[CH:6][C:3]([C:4]#[N:5])=[C:2]([F:1])[CH:9]=3)=[N:21][C:15]=2[CH:14]=1. The yield is 0.680. (4) The reactants are [NH:1]1[CH2:6][CH2:5][CH2:4][CH2:3][C@H:2]1[C:7]([OH:9])=[O:8].S(Cl)(Cl)=O.[CH3:14]O. No catalyst specified. The product is [CH3:14][O:8][C:7]([C@@H:2]1[CH2:3][CH2:4][CH2:5][CH2:6][NH:1]1)=[O:9]. The yield is 0.560. (5) The reactants are [C:1]1([N:7]2[CH2:12][CH2:11][NH:10][CH2:9][C:8]2=[O:13])[CH:6]=[CH:5][CH:4]=[CH:3][CH:2]=1.C(N(CC)CC)C.[F:21][C:22]([F:33])([F:32])[C:23](O[C:23](=[O:24])[C:22]([F:33])([F:32])[F:21])=[O:24]. The catalyst is C(Cl)Cl. The product is [C:1]1([N:7]2[CH2:12][CH2:11][N:10]([C:23](=[O:24])[C:22]([F:33])([F:32])[F:21])[CH2:9][C:8]2=[O:13])[CH:2]=[CH:3][CH:4]=[CH:5][CH:6]=1. The yield is 0.620. (6) The reactants are CS(C)=O.Cl[CH2:6][C:7]1[N:16]=[C:15]([CH3:17])[C:14]2[C:9](=[CH:10][CH:11]=[CH:12][CH:13]=2)[N:8]=1.[CH3:18][N:19]1[C:27]2[N:26]=[C:25]([Br:28])[N:24]([CH2:29][C:30]#[C:31][CH3:32])[C:23]=2[C:22](=[O:33])[NH:21][C:20]1=[O:34].C(=O)([O-])[O-].[K+].[K+]. The catalyst is [Br-].C([N+](CCCC)(CCCC)CCCC)CCC.CO. The product is [CH3:17][C:15]1[C:14]2[C:9](=[CH:10][CH:11]=[CH:12][CH:13]=2)[N:8]=[C:7]([CH2:6][N:21]2[C:22](=[O:33])[C:23]3[N:24]([CH2:29][C:30]#[C:31][CH3:32])[C:25]([Br:28])=[N:26][C:27]=3[N:19]([CH3:18])[C:20]2=[O:34])[N:16]=1. The yield is -0.840. (7) The reactants are I[C:2]1[CH:7]=[CH:6][C:5]([C:8]([F:11])([F:10])[F:9])=[CH:4][CH:3]=1.[Li]CCCC.[CH2:17]([N:24]1[CH2:29][CH2:28][C:27](=O)[CH2:26][CH2:25]1)[C:18]1[CH:23]=[CH:22][CH:21]=[CH:20][CH:19]=1.C(=O)(O)[O-].[Na+]. The catalyst is C1COCC1.Cl.O1CCOCC1. The product is [CH2:17]([N:24]1[CH2:25][CH:26]=[C:27]([C:2]2[CH:7]=[CH:6][C:5]([C:8]([F:11])([F:10])[F:9])=[CH:4][CH:3]=2)[CH2:28][CH2:29]1)[C:18]1[CH:23]=[CH:22][CH:21]=[CH:20][CH:19]=1. The yield is 0.280.